Dataset: Catalyst prediction with 721,799 reactions and 888 catalyst types from USPTO. Task: Predict which catalyst facilitates the given reaction. (1) Reactant: [CH2:1]([N:8]1[CH2:24][CH2:23][N:11]2[C:12](=[O:22])[C:13]3[C:14]([CH3:21])=[CH:15][CH:16]=[C:17]([OH:20])[C:18]=3[CH2:19][C@@H:10]2[CH2:9]1)[C:2]1[CH:7]=[CH:6][CH:5]=[CH:4][CH:3]=1.CO.[Br-:27].[Br-].[Br-].C([N+](CCCC)(CCCC)CCCC)CCC.C([N+](CCCC)(CCCC)CCCC)CCC.C([N+](CCCC)(CCCC)CCCC)CCC. Product: [CH2:1]([N:8]1[CH2:24][CH2:23][N:11]2[C:12](=[O:22])[C:13]3[C:14]([CH3:21])=[CH:15][C:16]([Br:27])=[C:17]([OH:20])[C:18]=3[CH2:19][C@@H:10]2[CH2:9]1)[C:2]1[CH:3]=[CH:4][CH:5]=[CH:6][CH:7]=1. The catalyst class is: 2. (2) Reactant: [Cl:1][C:2]1[CH:7]=[CH:6][N:5]=[C:4]([CH2:8][NH:9][C:10]2[O:11][C:12]3[C:18]([O:19][CH3:20])=[CH:17][C:16]([C:21]([N:23]4[CH2:30][CH2:29][CH2:28][C@@:24]4([CH3:31])[C:25](O)=[O:26])=[O:22])=[CH:15][C:13]=3[N:14]=2)[CH:3]=1.Cl.[F:33][CH:34]1[CH2:37][NH:36][CH2:35]1.C(N(CC)C(C)C)(C)C.CN(C(ON1N=NC2C=CC=NC1=2)=[N+](C)C)C.F[P-](F)(F)(F)(F)F. Product: [Cl:1][C:2]1[CH:7]=[CH:6][N:5]=[C:4]([CH2:8][NH:9][C:10]2[O:11][C:12]3[C:18]([O:19][CH3:20])=[CH:17][C:16]([C:21]([N:23]4[CH2:30][CH2:29][CH2:28][C:24]4([C:25]([N:36]4[CH2:37][CH:34]([F:33])[CH2:35]4)=[O:26])[CH3:31])=[O:22])=[CH:15][C:13]=3[N:14]=2)[CH:3]=1. The catalyst class is: 9. (3) Reactant: [CH:1]1([CH2:7][C:8]2([C:20]3[CH:25]=[CH:24][C:23]([S:26][CH3:27])=[CH:22][CH:21]=3)[C:16]3[C:11](=[CH:12][CH:13]=[CH:14][CH:15]=3)[C:10]3=[N:17][CH:18]=[CH:19][N:9]23)[CH2:6][CH2:5][CH2:4][CH2:3][CH2:2]1.[OH2:28].[OH:29]OS([O-])=O.[K+]. Product: [CH:1]1([CH2:7][C:8]2([C:20]3[CH:21]=[CH:22][C:23]([S:26]([CH3:27])(=[O:29])=[O:28])=[CH:24][CH:25]=3)[C:16]3[C:11](=[CH:12][CH:13]=[CH:14][CH:15]=3)[C:10]3=[N:17][CH:18]=[CH:19][N:9]23)[CH2:2][CH2:3][CH2:4][CH2:5][CH2:6]1. The catalyst class is: 5. (4) Reactant: S(Cl)([Cl:4])(=O)=O.[CH3:6][O:7][C:8]1[CH:9]=[CH:10][C:11]2[S:15][C:14](S)=[N:13][C:12]=2[CH:17]=1. The catalyst class is: 49. Product: [Cl:4][C:14]1[S:15][C:11]2[CH:10]=[CH:9][C:8]([O:7][CH3:6])=[CH:17][C:12]=2[N:13]=1.